Task: Regression. Given two drug SMILES strings and cell line genomic features, predict the synergy score measuring deviation from expected non-interaction effect.. Dataset: NCI-60 drug combinations with 297,098 pairs across 59 cell lines Drug 1: CC12CCC3C(C1CCC2O)C(CC4=C3C=CC(=C4)O)CCCCCCCCCS(=O)CCCC(C(F)(F)F)(F)F. Drug 2: CN(C(=O)NC(C=O)C(C(C(CO)O)O)O)N=O. Cell line: NCIH23. Synergy scores: CSS=5.28, Synergy_ZIP=-3.30, Synergy_Bliss=-3.86, Synergy_Loewe=0.634, Synergy_HSA=-4.39.